Dataset: Forward reaction prediction with 1.9M reactions from USPTO patents (1976-2016). Task: Predict the product of the given reaction. (1) Given the reactants [F:1][C:2]([F:25])([F:24])[C:3]1[CH:23]=[CH:22][CH:21]=[CH:20][C:4]=1[O:5][CH:6]1[CH2:11][CH2:10][N:9]([C:12]2[N:17]=[N:16][C:15]([C:18]#[N:19])=[CH:14][CH:13]=2)[CH2:8][CH2:7]1.[OH2:26].[NH2:27]O.Cl.C([O-])([O-])=O.[Na+].[Na+], predict the reaction product. The product is: [OH:26][N:19]=[C:18]([C:15]1[N:16]=[N:17][C:12]([N:9]2[CH2:10][CH2:11][CH:6]([O:5][C:4]3[CH:20]=[CH:21][CH:22]=[CH:23][C:3]=3[C:2]([F:24])([F:1])[F:25])[CH2:7][CH2:8]2)=[CH:13][CH:14]=1)[NH2:27]. (2) Given the reactants [F:1][C:2]([F:7])([F:6])[C:3]([OH:5])=[O:4].[CH2:8]([O:12][C:13]1([C:38]2[CH:43]=[CH:42][CH:41]=[CH:40][C:39]=2[CH3:44])[CH2:16][N:15]([C:17](=[O:37])[CH:18]([NH:29]C(=O)OC(C)(C)C)[CH2:19][C:20]2[CH:25]=[CH:24][C:23]([O:26][CH3:27])=[CH:22][C:21]=2[OH:28])[CH2:14]1)[CH2:9][CH2:10][CH3:11], predict the reaction product. The product is: [F:1][C:2]([F:7])([F:6])[C:3]([OH:5])=[O:4].[NH2:29][CH:18]([CH2:19][C:20]1[CH:25]=[CH:24][C:23]([O:26][CH3:27])=[CH:22][C:21]=1[OH:28])[C:17]([N:15]1[CH2:16][C:13]([O:12][CH2:8][CH2:9][CH2:10][CH3:11])([C:38]2[CH:43]=[CH:42][CH:41]=[CH:40][C:39]=2[CH3:44])[CH2:14]1)=[O:37]. (3) Given the reactants [NH2:1][C:2]1[C:3]([C:23](=[NH:26])[NH:24]O)=[C:4]([CH:20]=[CH:21][CH:22]=1)[O:5][CH2:6][C:7]1([C:14]([NH:16][CH:17]([CH3:19])[CH3:18])=[O:15])[CH2:12][CH2:11][CH2:10][NH:9][C:8]1=[O:13], predict the reaction product. The product is: [NH2:1][C:2]1[C:3]([C:23](=[NH:24])[NH2:26])=[C:4]([CH:20]=[CH:21][CH:22]=1)[O:5][CH2:6][C:7]1([C:14]([NH:16][CH:17]([CH3:18])[CH3:19])=[O:15])[CH2:12][CH2:11][CH2:10][NH:9][C:8]1=[O:13]. (4) Given the reactants [CH3:1][C:2]1[CH:36]=[CH:35][C:5]([CH2:6][N:7]2[C:12](=[N:13][C:14]3[CH:19]=[CH:18][C:17]([O:20][CH:21]([CH3:23])[CH3:22])=[C:16]([CH2:24][CH3:25])[CH:15]=3)[NH:11][C:10](=[O:26])[N:9]([CH2:27][C@@H:28]([C:30]([O:32]C)=[O:31])[CH3:29])[C:8]2=[O:34])=[CH:4][CH:3]=1.CO.[OH-].[Li+].C(O)(=O)CC(CC(O)=O)(C(O)=O)O, predict the reaction product. The product is: [CH3:1][C:2]1[CH:3]=[CH:4][C:5]([CH2:6][N:7]2[C:12](=[N:13][C:14]3[CH:19]=[CH:18][C:17]([O:20][CH:21]([CH3:22])[CH3:23])=[C:16]([CH2:24][CH3:25])[CH:15]=3)[NH:11][C:10](=[O:26])[N:9]([CH2:27][C@@H:28]([C:30]([OH:32])=[O:31])[CH3:29])[C:8]2=[O:34])=[CH:35][CH:36]=1. (5) Given the reactants Cl.Cl.[NH2:3][C:4]1[CH:5]=[N:6][C:7]([C:11]([CH3:14])([CH3:13])[CH3:12])=[CH:8][C:9]=1[NH2:10].C(=O)([O-])[O-].[Na+].[Na+].C(=O)=O.[CH2:24](O)[CH3:25], predict the reaction product. The product is: [NH2:10][C:9]1[CH:8]=[C:7]([C:11]([CH3:14])([CH3:13])[CH3:12])[N:6]=[CH:5][C:24]=1[C:25]1[NH:3][C:4]2[CH:5]=[N:6][C:7]([C:11]([CH3:14])([CH3:13])[CH3:12])=[CH:8][C:9]=2[N:10]=1. (6) Given the reactants Cl.[CH:2]1[C:11]2[C:5]([CH:6]=[CH:7][CH:8]=[CH:9][CH:10]=2)=[CH:4][C:3]=1[CH2:12][C:13]1[C:14]([O:44][CH3:45])=[CH:15][C:16]([O:42][CH3:43])=[C:17]([C@@H:19]2[O:36][C@H:35]([CH2:37][O:38]COC)[C@@H:30]([O:31]COC)[C@H:25]([O:26]COC)[C@H:20]2[O:21]COC)[CH:18]=1.O, predict the reaction product. The product is: [CH:2]1[C:11]2[C:5]([CH:6]=[CH:7][CH:8]=[CH:9][CH:10]=2)=[CH:4][C:3]=1[CH2:12][C:13]1[C:14]([O:44][CH3:45])=[CH:15][C:16]([O:42][CH3:43])=[C:17]([C@@H:19]2[O:36][C@H:35]([CH2:37][OH:38])[C@@H:30]([OH:31])[C@H:25]([OH:26])[C@H:20]2[OH:21])[CH:18]=1. (7) Given the reactants Br[CH2:2][C:3]([C:5]1[CH:10]=[CH:9][CH:8]=[C:7]([Cl:11])[C:6]=1[Cl:12])=[O:4].[S-:13][C:14]#[N:15].[K+].O, predict the reaction product. The product is: [Cl:12][C:6]1[C:7]([Cl:11])=[CH:8][CH:9]=[CH:10][C:5]=1[C:3](=[O:4])[CH2:2][S:13][C:14]#[N:15].